This data is from Forward reaction prediction with 1.9M reactions from USPTO patents (1976-2016). The task is: Predict the product of the given reaction. (1) Given the reactants [N+:1]([C:4]1[N:9]=[CH:8][C:7]([O:10][C:11]2[CH:16]=[CH:15][N:14]=[C:13]([NH:17][C:18](=[O:20])[CH3:19])[CH:12]=2)=[CH:6][CH:5]=1)([O-])=O.[NH4+].[Cl-], predict the reaction product. The product is: [NH2:1][C:4]1[N:9]=[CH:8][C:7]([O:10][C:11]2[CH:16]=[CH:15][N:14]=[C:13]([NH:17][C:18](=[O:20])[CH3:19])[CH:12]=2)=[CH:6][CH:5]=1. (2) Given the reactants [Cl:1][C:2]1[CH:3]=[CH:4][CH:5]=[C:6]2[C:15]=1[C:9]1([CH2:14][CH2:13][NH:12][CH2:11][CH2:10]1)[CH2:8][CH:7]2[CH2:16][C:17]([O:19]C)=[O:18].[F:21][C:22]1[CH:23]=[CH:24][C:25]([C:33]([F:36])([F:35])[F:34])=[C:26]([CH:32]=1)[CH:27]=[CH:28][C:29](O)=[O:30], predict the reaction product. The product is: [Cl:1][C:2]1[CH:3]=[CH:4][CH:5]=[C:6]2[C:15]=1[C:9]1([CH2:14][CH2:13][N:12]([C:29](=[O:30])/[CH:28]=[CH:27]/[C:26]3[CH:32]=[C:22]([F:21])[CH:23]=[CH:24][C:25]=3[C:33]([F:34])([F:35])[F:36])[CH2:11][CH2:10]1)[CH2:8][CH:7]2[CH2:16][C:17]([OH:19])=[O:18]. (3) Given the reactants [C:1]12([CH2:13][CH2:14][CH2:15][N:16](C(OC(C)(C)C)=O)C(OC(C)(C)C)=O)[BH:12][CH:9]([BH:10][BH:11]1)[BH:8][BH:7][BH:6][BH:5][BH:4][BH:3][BH:2]2, predict the reaction product. The product is: [C:1]12([CH2:13][CH2:14][CH2:15][NH2:16])[BH:12][CH:9]([BH:10][BH:11]1)[BH:8][BH:7][BH:6][BH:5][BH:4][BH:3][BH:2]2.